Dataset: Reaction yield outcomes from USPTO patents with 853,638 reactions. Task: Predict the reaction yield, written as a fraction of the theoretical maximum amount of product (1.0 means a 100% yield; for example, 0.34 means a 34% yield). (1) The reactants are [F:1][C:2]1[CH:3]=[CH:4][C:5]2[O:10][CH2:9][C:8](=[O:11])[N:7]([CH2:12][C@H:13]([CH3:16])[CH2:14]I)[C:6]=2[CH:17]=1.[CH:18](=[C:22]1[CH2:27][CH2:26][NH:25][CH2:24][CH2:23]1)[CH2:19][CH2:20][CH3:21]. The catalyst is CCCCCCC.CCOC(C)=O. The product is [CH:18](=[C:22]1[CH2:27][CH2:26][N:25]([CH2:14][C@@H:13]([CH3:16])[CH2:12][N:7]2[C:6]3[CH:17]=[C:2]([F:1])[CH:3]=[CH:4][C:5]=3[O:10][CH2:9][C:8]2=[O:11])[CH2:24][CH2:23]1)[CH2:19][CH2:20][CH3:21]. The yield is 0.540. (2) The reactants are [C:1]([NH:5][S:6]([C:9]1[C:18]2[C:13](=[CH:14][CH:15]=[CH:16][CH:17]=2)[C:12]([C:19]2[O:23][CH:22]=[N:21][C:20]=2[CH2:24][CH:25]2[CH2:28][CH2:27][CH2:26]2)=[CH:11][CH:10]=1)(=[O:8])=[O:7])([CH3:4])([CH3:3])[CH3:2].C([Li])CCC.Cl[C:35]([O:37][CH2:38][CH3:39])=[O:36]. The catalyst is C1COCC1. The product is [C:1]([NH:5][S:6]([C:9]1[C:18]2[C:13](=[CH:14][CH:15]=[CH:16][CH:17]=2)[C:12]([C:19]2[O:23][C:22]([C:35]([O:37][CH2:38][CH3:39])=[O:36])=[N:21][C:20]=2[CH2:24][CH:25]2[CH2:28][CH2:27][CH2:26]2)=[CH:11][CH:10]=1)(=[O:8])=[O:7])([CH3:4])([CH3:2])[CH3:3]. The yield is 0.310. (3) The reactants are N#N.CC1(C)C(C)(C)OB([C:11]2[CH:12]=[CH:13][C:14]([NH2:17])=[N:15][CH:16]=2)O1.[CH3:19][O:20][C:21]([C:23]1[CH:27]=[C:26](Br)[O:25][C:24]=1[CH3:29])=[O:22].C([O-])(O)=O.[Na+]. The catalyst is COCCOC.[Pd].C1(P(C2C=CC=CC=2)C2C=CC=CC=2)C=CC=CC=1.C1(P(C2C=CC=CC=2)C2C=CC=CC=2)C=CC=CC=1.C1(P(C2C=CC=CC=2)C2C=CC=CC=2)C=CC=CC=1.C1(P(C2C=CC=CC=2)C2C=CC=CC=2)C=CC=CC=1. The product is [CH3:19][O:20][C:21]([C:23]1[CH:27]=[C:26]([C:11]2[CH:16]=[N:15][C:14]([NH2:17])=[CH:13][CH:12]=2)[O:25][C:24]=1[CH3:29])=[O:22]. The yield is 0.820. (4) The reactants are [Cl:1][C:2]1[C:3]([O:12][C:13]2[CH:18]=[C:17]([O:19][CH2:20][CH2:21][O:22][CH3:23])[CH:16]=[CH:15][C:14]=2[CH2:24][CH2:25][C:26]([OH:28])=O)=[N:4][CH:5]=[C:6]([C:8]([F:11])([F:10])[F:9])[CH:7]=1.[CH3:29][CH:30]([CH3:37])[CH2:31][CH2:32][S:33]([NH2:36])(=[O:35])=[O:34].N12CCCN=C1CCCCC2. The catalyst is O1CCCC1. The product is [Cl:1][C:2]1[C:3]([O:12][C:13]2[CH:18]=[C:17]([O:19][CH2:20][CH2:21][O:22][CH3:23])[CH:16]=[CH:15][C:14]=2[CH2:24][CH2:25][C:26]([NH:36][S:33]([CH2:32][CH2:31][CH:30]([CH3:37])[CH3:29])(=[O:35])=[O:34])=[O:28])=[N:4][CH:5]=[C:6]([C:8]([F:9])([F:10])[F:11])[CH:7]=1. The yield is 0.220. (5) The reactants are C([Si](C(C)C)(C(C)C)[N:5]1[C:13]2[C:8](=[CH:9][C:10]([N:14]3[CH2:19][CH2:18][N:17](C(OC(C)(C)C)=O)[CH2:16][CH2:15]3)=[CH:11][CH:12]=2)[CH:7]=[CH:6]1)(C)C. The catalyst is C(Cl)Cl.C(O)(C(F)(F)F)=O. The product is [N:14]1([C:10]2[CH:9]=[C:8]3[C:13](=[CH:12][CH:11]=2)[NH:5][CH:6]=[CH:7]3)[CH2:19][CH2:18][NH:17][CH2:16][CH2:15]1. The yield is 0.850. (6) The reactants are [NH2:1][C:2]1[CH:3]=[C:4]2[C:9](=[C:10]([CH2:12][N:13]([CH3:15])[CH3:14])[CH:11]=1)[N:8]=[CH:7][C:6]([C:16]#[N:17])=[C:5]2[NH:18][C:19]1[CH:24]=[CH:23][CH:22]=[C:21]([Br:25])[CH:20]=1.[N:26]1([CH2:32][CH:33]=O)[CH2:31][CH2:30][O:29][CH2:28][CH2:27]1.[BH3-]C#N.[Na+]. The catalyst is CCO. The product is [Br:25][C:21]1[CH:20]=[C:19]([NH:18][C:5]2[C:4]3[C:9](=[C:10]([CH2:12][N:13]([CH3:14])[CH3:15])[CH:11]=[C:2]([NH:1][CH2:33][CH2:32][N:26]4[CH2:31][CH2:30][O:29][CH2:28][CH2:27]4)[CH:3]=3)[N:8]=[CH:7][C:6]=2[C:16]#[N:17])[CH:24]=[CH:23][CH:22]=1. The yield is 0.380. (7) The reactants are [C:1]([N:4]1[CH2:9][CH2:8][N:7]([CH2:10][CH2:11][CH2:12][O:13][C:14]2[CH:23]=[C:22]3[C:17]([C:18](Cl)=[N:19][CH:20]=[N:21]3)=[CH:16][C:15]=2[O:25][CH3:26])[CH2:6][CH2:5]1)(=[O:3])[CH3:2].[OH:27][C:28]1[CH:29]=[C:30]2[C:34](=[N:35][CH:36]=1)[NH:33][CH:32]=[CH:31]2.C(=O)([O-])[O-].[K+].[K+]. The catalyst is CN(C=O)C. The product is [C:1]([N:4]1[CH2:9][CH2:8][N:7]([CH2:10][CH2:11][CH2:12][O:13][C:14]2[CH:23]=[C:22]3[C:17]([C:18]([O:27][C:28]4[CH:29]=[C:30]5[C:34](=[N:35][CH:36]=4)[NH:33][CH:32]=[CH:31]5)=[N:19][CH:20]=[N:21]3)=[CH:16][C:15]=2[O:25][CH3:26])[CH2:6][CH2:5]1)(=[O:3])[CH3:2]. The yield is 0.620.